This data is from Catalyst prediction with 721,799 reactions and 888 catalyst types from USPTO. The task is: Predict which catalyst facilitates the given reaction. (1) Reactant: [F:1][C:2]1[C:3]([C:12](=[O:20])[C:13]2[CH:18]=[CH:17][CH:16]=[CH:15][C:14]=2[CH3:19])=[C:4]([NH:8]C(=O)C)[CH:5]=[CH:6][CH:7]=1.Cl.O.C(=O)([O-])[O-].[Na+].[Na+]. Product: [NH2:8][C:4]1[CH:5]=[CH:6][CH:7]=[C:2]([F:1])[C:3]=1[C:12]([C:13]1[CH:18]=[CH:17][CH:16]=[CH:15][C:14]=1[CH3:19])=[O:20]. The catalyst class is: 8. (2) Reactant: [CH2:1]([N:5]1[C:9]([C:10](OCC)=[O:11])=[CH:8][S:7]/[C:6]/1=[CH:15]\[C:16]([C:18]1[CH:23]=[C:22]([Cl:24])[CH:21]=[CH:20][C:19]=1[O:25][CH3:26])=[O:17])[CH2:2][CH2:3][CH3:4].[CH3:27][NH2:28]. Product: [CH2:1]([N:5]1[C:9]([C:10]([NH:28][CH3:27])=[O:11])=[CH:8][S:7]/[C:6]/1=[CH:15]\[C:16]([C:18]1[CH:23]=[C:22]([Cl:24])[CH:21]=[CH:20][C:19]=1[O:25][CH3:26])=[O:17])[CH2:2][CH2:3][CH3:4]. The catalyst class is: 5. (3) Reactant: [C:1]1(=O)[CH2:4][CH2:3][CH2:2]1.[CH2:6]1[C:12]2[CH:13]=[CH:14][C:15]([CH2:17][C:18]3[N:23]=[CH:22][C:21]([C:24]#[N:25])=[CH:20][CH:19]=3)=[CH:16][C:11]=2[CH2:10][CH2:9][NH:8][CH2:7]1.C(O[BH-](OC(=O)C)OC(=O)C)(=O)C.[Na+]. Product: [CH:1]1([N:8]2[CH2:7][CH2:6][C:12]3[CH:13]=[CH:14][C:15]([CH2:17][C:18]4[N:23]=[CH:22][C:21]([C:24]#[N:25])=[CH:20][CH:19]=4)=[CH:16][C:11]=3[CH2:10][CH2:9]2)[CH2:4][CH2:3][CH2:2]1. The catalyst class is: 411. (4) Reactant: [C:1]([C:3]1([CH2:14]O)[CH2:6][N:5]([C:7]([O:9][C:10]([CH3:13])([CH3:12])[CH3:11])=[O:8])[CH2:4]1)#[N:2].CCN(S(F)(F)[F:22])CC.C([O-])(O)=O.[Na+]. Product: [C:1]([C:3]1([CH2:14][F:22])[CH2:6][N:5]([C:7]([O:9][C:10]([CH3:13])([CH3:12])[CH3:11])=[O:8])[CH2:4]1)#[N:2]. The catalyst class is: 2. (5) Reactant: [NH2-].[Na+].CS[C:5](=[S:14])[O:6][CH2:7][C:8]1[CH:13]=[CH:12][CH:11]=[CH:10][CH:9]=1.[CH3:15][CH:16]([CH3:20])[C:17](=[O:19])[CH3:18].Cl. Product: [CH2:7]([O:6][C:5](=[S:14])[CH2:18][C:17](=[O:19])[CH:16]([CH3:20])[CH3:15])[C:8]1[CH:9]=[CH:10][CH:11]=[CH:12][CH:13]=1. The catalyst class is: 11.